This data is from NCI-60 drug combinations with 297,098 pairs across 59 cell lines. The task is: Regression. Given two drug SMILES strings and cell line genomic features, predict the synergy score measuring deviation from expected non-interaction effect. Drug 1: CN(C)N=NC1=C(NC=N1)C(=O)N. Drug 2: C1=CC=C(C(=C1)C(C2=CC=C(C=C2)Cl)C(Cl)Cl)Cl. Cell line: M14. Synergy scores: CSS=-2.48, Synergy_ZIP=1.45, Synergy_Bliss=-1.43, Synergy_Loewe=-4.81, Synergy_HSA=-5.51.